This data is from Full USPTO retrosynthesis dataset with 1.9M reactions from patents (1976-2016). The task is: Predict the reactants needed to synthesize the given product. (1) The reactants are: [CH3:1][O:2][C:3]1[CH:8]=[CH:7][C:6]([CH:9]([CH2:14][CH2:15][C:16]2[CH:21]=[CH:20][CH:19]=[CH:18][CH:17]=2)[CH2:10][NH:11][CH:12]=[O:13])=[CH:5][CH:4]=1.C=O.F[C:25](F)(F)C(O)=O.C(O)(=O)C.O. Given the product [CH3:1][O:2][C:3]1[CH:4]=[C:5]2[C:6]([CH:9]([CH2:14][CH2:15][C:16]3[CH:21]=[CH:20][CH:19]=[CH:18][CH:17]=3)[CH2:10][N:11]([CH:12]=[O:13])[CH2:25]2)=[CH:7][CH:8]=1, predict the reactants needed to synthesize it. (2) Given the product [CH3:35][O:34][C:19]1([O:36][CH3:37])[C:18]2[C:22](=[CH:23][CH:24]=[C:16]([S:1][CH2:2][CH2:3][C:4]3[CH:13]=[CH:12][C:7]([C:8]([O:10][CH3:11])=[O:9])=[CH:6][CH:5]=3)[CH:17]=2)[N:21]([CH2:25][CH2:26][C:27]2[CH:28]=[CH:29][CH:30]=[CH:31][CH:32]=2)[C:20]1=[O:33], predict the reactants needed to synthesize it. The reactants are: [SH:1][CH2:2][CH2:3][C:4]1[CH:13]=[CH:12][C:7]([C:8]([O:10][CH3:11])=[O:9])=[CH:6][CH:5]=1.[BH4-].I[C:16]1[CH:17]=[C:18]2[C:22](=[CH:23][CH:24]=1)[N:21]([CH2:25][CH2:26][C:27]1[CH:32]=[CH:31][CH:30]=[CH:29][CH:28]=1)[C:20](=[O:33])[C:19]2([O:36][CH3:37])[O:34][CH3:35]. (3) Given the product [CH3:18][C:19]1[N:20]=[C:21]([N:27]2[CH2:31][CH2:30][N:29]([CH2:32][CH2:33][CH2:34][C:35]([F:36])([F:37])[F:38])[C:28]2=[O:39])[S:22][C:23]=1[C:24]([NH:17][CH2:16][C:11]1[CH:12]=[CH:13][CH:14]=[CH:15][N:10]=1)=[O:25], predict the reactants needed to synthesize it. The reactants are: FC1C=C(CN)C=NC=1.[N:10]1[CH:15]=[CH:14][CH:13]=[CH:12][C:11]=1[CH2:16][NH2:17].[CH3:18][C:19]1[N:20]=[C:21]([N:27]2[CH2:31][CH2:30][N:29]([CH2:32][CH2:33][CH2:34][C:35]([F:38])([F:37])[F:36])[C:28]2=[O:39])[S:22][C:23]=1[C:24](O)=[O:25]. (4) Given the product [CH3:17][N:4]1[C:5]2[C:10](=[CH:9][CH:8]=[CH:7][CH:6]=2)[NH:11][C:2]([CH3:13])([CH3:1])[C:3]1=[O:12], predict the reactants needed to synthesize it. The reactants are: [CH3:1][C:2]1([CH3:13])[NH:11][C:10]2[C:5](=[CH:6][CH:7]=[CH:8][CH:9]=2)[NH:4][C:3]1=[O:12].[H-].[Na+].I[CH3:17]. (5) Given the product [C:8]1([C:9]([O:11][C:12]([CH3:13])([CH3:14])[CH3:15])=[O:10])([C:7]([O:17][C:18]([CH3:21])([CH3:20])[CH3:19])=[O:16])[CH2:29][CH:23]1[C:24]([O:26][CH2:27][CH3:28])=[O:25], predict the reactants needed to synthesize it. The reactants are: CC([O-])(C)C.[K+].[C:7]([O:17][C:18]([CH3:21])([CH3:20])[CH3:19])(=[O:16])[CH2:8][C:9]([O:11][C:12]([CH3:15])([CH3:14])[CH3:13])=[O:10].Br[CH:23]([CH2:29]Br)[C:24]([O:26][CH2:27][CH3:28])=[O:25]. (6) Given the product [C:11]([NH:12][C:7]([C:3]1[S:4][CH:5]=[CH:6][C:2]=1[Cl:1])=[O:8])#[N:10], predict the reactants needed to synthesize it. The reactants are: [Cl:1][C:2]1[CH:6]=[CH:5][S:4][C:3]=1[C:7](Cl)=[O:8].[N:10]#[C:11][NH2:12]. (7) Given the product [CH3:31][C:26]1([CH3:32])[C:27]([CH3:30])([CH3:29])[O:28][B:24]([C:2]2[CH:3]=[CH:4][C:5]3[N:9]=[C:8]([C@@H:10]4[CH2:15][C@@H:14]5[C@@H:12]([CH2:13]5)[N:11]4[C:16]([O:18][C:19]([CH3:22])([CH3:21])[CH3:20])=[O:17])[NH:7][C:6]=3[CH:23]=2)[O:25]1, predict the reactants needed to synthesize it. The reactants are: Br[C:2]1[CH:3]=[CH:4][C:5]2[N:9]=[C:8]([C@@H:10]3[CH2:15][C@@H:14]4[C@@H:12]([CH2:13]4)[N:11]3[C:16]([O:18][C:19]([CH3:22])([CH3:21])[CH3:20])=[O:17])[NH:7][C:6]=2[CH:23]=1.[B:24]1([B:24]2[O:28][C:27]([CH3:30])([CH3:29])[C:26]([CH3:32])([CH3:31])[O:25]2)[O:28][C:27]([CH3:30])([CH3:29])[C:26]([CH3:32])([CH3:31])[O:25]1.C([O-])(=O)C.[K+]. (8) Given the product [C:18]([O:22][C:23]([N:25]1[CH2:30][CH2:29][CH:28]([NH:1][C:2]2[CH:9]=[CH:8][C:5]([C:6]#[N:7])=[CH:4][C:3]=2[O:10][C:11]2[CH:16]=[CH:15][CH:14]=[CH:13][C:12]=2[Br:17])[CH2:27][CH2:26]1)=[O:24])([CH3:21])([CH3:19])[CH3:20], predict the reactants needed to synthesize it. The reactants are: [NH2:1][C:2]1[CH:9]=[CH:8][C:5]([C:6]#[N:7])=[CH:4][C:3]=1[O:10][C:11]1[CH:16]=[CH:15][CH:14]=[CH:13][C:12]=1[Br:17].[C:18]([O:22][C:23]([N:25]1[CH2:30][CH2:29][C:28](=O)[CH2:27][CH2:26]1)=[O:24])([CH3:21])([CH3:20])[CH3:19].C(O[BH-](OC(=O)C)OC(=O)C)(=O)C.[Na+].C(O)(=O)C. (9) Given the product [C:1]([O:5][CH2:6][CH:7]1[CH2:8][CH2:9][CH:10]([C:13]2[CH:18]=[CH:17][C:16]([OH:19])=[CH:15][C:14]=2[OH:27])[CH2:11][CH2:12]1)(=[O:4])[CH2:2][CH3:3], predict the reactants needed to synthesize it. The reactants are: [C:1]([O:5][CH2:6][CH:7]1[CH2:12][CH2:11][CH:10]([C:13]2[CH:18]=[CH:17][C:16]([O:19][Si](C(C)(C)C)(C)C)=[CH:15][C:14]=2[O:27][Si](C(C)(C)C)(C)C)[CH2:9][CH2:8]1)(=[O:4])[CH2:2][CH3:3].[F-].